This data is from Full USPTO retrosynthesis dataset with 1.9M reactions from patents (1976-2016). The task is: Predict the reactants needed to synthesize the given product. (1) Given the product [Cl:1][C:2]1[CH:3]=[CH:4][C:5]([C:8]2[C:12]([CH2:13][O:14][C:15]3[CH:23]=[CH:22][C:18]([C:19]([NH:24][C:25]([CH3:29])([CH3:28])[CH2:26][OH:27])=[O:21])=[CH:17][N:16]=3)=[CH:11][O:10][N:9]=2)=[CH:6][CH:7]=1, predict the reactants needed to synthesize it. The reactants are: [Cl:1][C:2]1[CH:7]=[CH:6][C:5]([C:8]2[C:12]([CH2:13][O:14][C:15]3[CH:23]=[CH:22][C:18]([C:19]([OH:21])=O)=[CH:17][N:16]=3)=[CH:11][O:10][N:9]=2)=[CH:4][CH:3]=1.[NH2:24][C:25]([CH3:29])([CH3:28])[CH2:26][OH:27]. (2) Given the product [CH3:1][N:2]1[CH2:7][CH2:6][CH:5]([NH:16][NH:15][C:17]([O:19][C:20]([CH3:23])([CH3:22])[CH3:21])=[O:18])[CH2:4][CH2:3]1, predict the reactants needed to synthesize it. The reactants are: [CH3:1][N:2]1[CH2:7][CH2:6][C:5](=O)[CH2:4][CH2:3]1.[O-]S([O-])(=O)=O.[Mg+2].[NH:15]([C:17]([O:19][C:20]([CH3:23])([CH3:22])[CH3:21])=[O:18])[NH2:16].